Task: Predict the product of the given reaction.. Dataset: Forward reaction prediction with 1.9M reactions from USPTO patents (1976-2016) (1) Given the reactants FC(F)(F)C(O)=O.[NH2:8][C@@H:9]([CH2:13][O:14][CH2:15][C:16]1[CH:21]=[CH:20][CH:19]=[CH:18][CH:17]=1)[C:10]([OH:12])=[O:11].[CH3:22][C:23]1[C:32]2[C:27](=[CH:28][CH:29]=[CH:30][CH:31]=2)[C:26]([S:33](Cl)(=[O:35])=[O:34])=[CH:25][CH:24]=1, predict the reaction product. The product is: [CH2:15]([O:14][CH2:13][C@H:9]([NH:8][S:33]([C:26]1[C:27]2[C:32](=[CH:31][CH:30]=[CH:29][CH:28]=2)[C:23]([CH3:22])=[CH:24][CH:25]=1)(=[O:35])=[O:34])[C:10]([OH:12])=[O:11])[C:16]1[CH:21]=[CH:20][CH:19]=[CH:18][CH:17]=1. (2) The product is: [C:39]([NH:38][C:37]1[CH:36]=[C:35]([NH:34][C:11]2[N:16]=[C:15]([NH:17][CH2:18][CH:19]3[CH2:23][CH2:22][N:21]([C:24]([O:26][C:27]([CH3:28])([CH3:29])[CH3:30])=[O:25])[CH2:20]3)[C:14]([C:31](=[O:33])[NH2:32])=[CH:13][N:12]=2)[CH:44]=[CH:43][CH:42]=1)(=[O:41])[CH3:40]. Given the reactants N1(O[C:11]2[N:16]=[C:15]([NH:17][CH2:18][CH:19]3[CH2:23][CH2:22][N:21]([C:24]([O:26][C:27]([CH3:30])([CH3:29])[CH3:28])=[O:25])[CH2:20]3)[C:14]([C:31](=[O:33])[NH2:32])=[CH:13][N:12]=2)C2C=CC=CC=2N=N1.[NH2:34][C:35]1[CH:36]=[C:37]([CH:42]=[CH:43][CH:44]=1)[NH:38][C:39](=[O:41])[CH3:40].CC1C=CC(S(O)(=O)=O)=CC=1, predict the reaction product.